From a dataset of Reaction yield outcomes from USPTO patents with 853,638 reactions. Predict the reaction yield, written as a fraction of the theoretical maximum amount of product (1.0 means a 100% yield; for example, 0.34 means a 34% yield). (1) The reactants are [F-].C([N+](CCCC)(CCCC)CCCC)CCC.[N:19]1[CH:24]=[C:23]([C:25]2[CH:32]=[CH:31][CH:30]=[CH:29][C:26]=2[CH:27]=[O:28])[CH:22]=[N:21][CH:20]=1.[F:33][C:34]([Si](C)(C)C)([F:36])[F:35].Cl. The catalyst is C1COCC1. The product is [F:33][C:34]([F:36])([F:35])[CH:27]([C:26]1[CH:29]=[CH:30][CH:31]=[CH:32][C:25]=1[C:23]1[CH:24]=[N:19][CH:20]=[N:21][CH:22]=1)[OH:28]. The yield is 0.840. (2) The product is [CH3:1][C:2]1[CH:3]([C:10]2[CH:17]=[CH:16][CH:15]=[CH:14][C:11]=2[CH:12]=[N:27][C:26]2[C:28]([CH:32]([CH3:33])[CH3:34])=[CH:29][CH:30]=[CH:31][C:25]=2[CH:22]([CH3:24])[CH3:23])[C:4]([CH3:9])=[C:5]([CH3:8])[C:6]=1[CH3:7]. The yield is 1.00. The reactants are [CH3:1][C:2]1[CH:3]([C:10]2[CH:17]=[CH:16][CH:15]=[CH:14][C:11]=2[CH:12]=O)[C:4]([CH3:9])=[C:5]([CH3:8])[C:6]=1[CH3:7].C(O)(=O)C.[CH:22]([C:25]1[CH:31]=[CH:30][CH:29]=[C:28]([CH:32]([CH3:34])[CH3:33])[C:26]=1[NH2:27])([CH3:24])[CH3:23]. The catalyst is C(O)C. (3) The reactants are [Si:1]([O:8][CH2:9][C@@H:10]1[C:14]([C:15](=O)[CH2:16]Cl)=[CH:13][CH2:12][N:11]1[C:19]([O:21][CH2:22][CH:23]=[CH2:24])=[O:20])([C:4]([CH3:7])([CH3:6])[CH3:5])([CH3:3])[CH3:2].[C:25](=[S:28])([S-:27])[NH2:26].[NH4+]. The catalyst is CO.C(N)(=S)C1C=CN=CC=1. The product is [Si:1]([O:8][CH2:9][C@@H:10]1[C:14]([C:15]2[N:26]=[C:25]([SH:28])[S:27][CH:16]=2)=[CH:13][CH2:12][N:11]1[C:19]([O:21][CH2:22][CH:23]=[CH2:24])=[O:20])([C:4]([CH3:7])([CH3:6])[CH3:5])([CH3:3])[CH3:2]. The yield is 0.390. (4) The reactants are [CH2:1]([NH:8][CH2:9][CH2:10][N:11]1[C:20]2[C:15]([C:16](=[O:22])[NH:17][C:18](=[O:21])[N:19]=2)=[N:14][C:13]2[CH:23]=[C:24]([CH3:28])[C:25]([Cl:27])=[CH:26][C:12]1=2)[C:2]1[CH:7]=[CH:6][CH:5]=[CH:4][CH:3]=1.[C:29](O[C:29]([O:31][C:32]([CH3:35])([CH3:34])[CH3:33])=[O:30])([O:31][C:32]([CH3:35])([CH3:34])[CH3:33])=[O:30].CCN(CC)CC. The catalyst is CO. The product is [CH2:1]([N:8]([CH2:9][CH2:10][N:11]1[C:20]2[C:15]([C:16](=[O:22])[NH:17][C:18](=[O:21])[N:19]=2)=[N:14][C:13]2[CH:23]=[C:24]([CH3:28])[C:25]([Cl:27])=[CH:26][C:12]1=2)[C:29](=[O:30])[O:31][C:32]([CH3:35])([CH3:34])[CH3:33])[C:2]1[CH:3]=[CH:4][CH:5]=[CH:6][CH:7]=1. The yield is 0.430. (5) The product is [Cl:36][C:31]1[C:30]([CH3:37])=[N:29][C:28]2[N:33]([N:34]=[C:26]3[CH2:25][N:24]([C:22]([C:16]4[CH:17]=[CH:18][C:19]([F:21])=[CH:20][C:15]=4[O:14][C@@H:11]4[CH2:12][CH2:13][NH:9][CH2:10]4)=[O:23])[CH2:38][C:27]3=2)[C:32]=1[CH3:35]. The reactants are Cl.C(OC([N:9]1[CH2:13][CH2:12][CH:11]([O:14][C:15]2[CH:20]=[C:19]([F:21])[CH:18]=[CH:17][C:16]=2[C:22]([N:24]2[CH2:38][C:27]3=[C:28]4[N:33]([N:34]=[C:26]3[CH2:25]2)[C:32]([CH3:35])=[C:31]([Cl:36])[C:30]([CH3:37])=[N:29]4)=[O:23])[CH2:10]1)=O)(C)(C)C. The catalyst is O1CCOCC1. The yield is 0.970.